Dataset: Catalyst prediction with 721,799 reactions and 888 catalyst types from USPTO. Task: Predict which catalyst facilitates the given reaction. (1) Reactant: CO[C:3]([C:5]1[C:6]([OH:33])=[C:7]2[C:12](=[CH:13][N:14]=1)[N:11]([CH2:15][C:16]1[CH:21]=[CH:20][CH:19]=[CH:18][CH:17]=1)[C:10](=[O:22])[C:9]([C:23]1[CH:28]=[CH:27][CH:26]=[CH:25][C:24]=1[C:29]([F:32])([F:31])[F:30])=[CH:8]2)=[O:4].[NH2:34][CH2:35][CH2:36][CH2:37][C:38]([OH:40])=[O:39].C[O-].[Na+]. Product: [CH2:15]([N:11]1[C:12]2[C:7](=[C:6]([OH:33])[C:5]([C:3]([NH:34][CH2:35][CH2:36][CH2:37][C:38]([OH:40])=[O:39])=[O:4])=[N:14][CH:13]=2)[CH:8]=[C:9]([C:23]2[CH:28]=[CH:27][CH:26]=[CH:25][C:24]=2[C:29]([F:30])([F:32])[F:31])[C:10]1=[O:22])[C:16]1[CH:17]=[CH:18][CH:19]=[CH:20][CH:21]=1. The catalyst class is: 250. (2) Reactant: [OH:1][C:2]1[C:3]([C:13]([O:15][CH2:16][CH3:17])=[O:14])=[CH:4][N:5]2[CH2:10][CH2:9][N:8]([CH3:11])[C:7](=[O:12])[C:6]=12.[C:18](=O)([O-])[O-].[K+].[K+].IC. Product: [CH3:18][O:1][C:2]1[C:3]([C:13]([O:15][CH2:16][CH3:17])=[O:14])=[CH:4][N:5]2[CH2:10][CH2:9][N:8]([CH3:11])[C:7](=[O:12])[C:6]=12. The catalyst class is: 3.